Dataset: Merck oncology drug combination screen with 23,052 pairs across 39 cell lines. Task: Regression. Given two drug SMILES strings and cell line genomic features, predict the synergy score measuring deviation from expected non-interaction effect. (1) Drug 1: COC12C(COC(N)=O)C3=C(C(=O)C(C)=C(N)C3=O)N1CC1NC12. Drug 2: Cn1c(=O)n(-c2ccc(C(C)(C)C#N)cc2)c2c3cc(-c4cnc5ccccc5c4)ccc3ncc21. Cell line: A427. Synergy scores: synergy=25.5. (2) Drug 1: COc1cccc2c1C(=O)c1c(O)c3c(c(O)c1C2=O)CC(O)(C(=O)CO)CC3OC1CC(N)C(O)C(C)O1. Drug 2: Cc1nc(Nc2ncc(C(=O)Nc3c(C)cccc3Cl)s2)cc(N2CCN(CCO)CC2)n1. Cell line: OVCAR3. Synergy scores: synergy=60.1. (3) Cell line: LNCAP. Drug 1: CC(=O)OC1C(=O)C2(C)C(O)CC3OCC3(OC(C)=O)C2C(OC(=O)c2ccccc2)C2(O)CC(OC(=O)C(O)C(NC(=O)c3ccccc3)c3ccccc3)C(C)=C1C2(C)C. Drug 2: CC(C)CC(NC(=O)C(Cc1ccccc1)NC(=O)c1cnccn1)B(O)O. Synergy scores: synergy=-30.2. (4) Drug 1: O=P1(N(CCCl)CCCl)NCCCO1. Drug 2: O=C(NOCC(O)CO)c1ccc(F)c(F)c1Nc1ccc(I)cc1F. Cell line: OVCAR3. Synergy scores: synergy=11.1. (5) Drug 1: CS(=O)(=O)CCNCc1ccc(-c2ccc3ncnc(Nc4ccc(OCc5cccc(F)c5)c(Cl)c4)c3c2)o1. Drug 2: COC1CC2CCC(C)C(O)(O2)C(=O)C(=O)N2CCCCC2C(=O)OC(C(C)CC2CCC(OP(C)(C)=O)C(OC)C2)CC(=O)C(C)C=C(C)C(O)C(OC)C(=O)C(C)CC(C)C=CC=CC=C1C. Cell line: NCIH520. Synergy scores: synergy=-1.03.